Dataset: Reaction yield outcomes from USPTO patents with 853,638 reactions. Task: Predict the reaction yield, written as a fraction of the theoretical maximum amount of product (1.0 means a 100% yield; for example, 0.34 means a 34% yield). (1) The reactants are [CH2:1]([O:3][CH2:4][C:5]1[N:6]([CH2:18][C:19]2([OH:32])[CH2:24][CH2:23][N:22]([C:25]([O:27][C:28]([CH3:31])([CH3:30])[CH3:29])=[O:26])[CH2:21][CH2:20]2)[C:7]2[C:16]3[CH:15]=[CH:14][CH:13]=[CH:12][C:11]=3[N:10]=[CH:9][C:8]=2[N:17]=1)[CH3:2].C1C=C(Cl)C=C(C(OO)=O)C=1.[OH-].[NH4+:45].S(Cl)(C1C=CC(C)=CC=1)(=O)=O. The catalyst is ClCCl.O. The product is [NH2:45][C:9]1[C:8]2[N:17]=[C:5]([CH2:4][O:3][CH2:1][CH3:2])[N:6]([CH2:18][C:19]3([OH:32])[CH2:24][CH2:23][N:22]([C:25]([O:27][C:28]([CH3:31])([CH3:30])[CH3:29])=[O:26])[CH2:21][CH2:20]3)[C:7]=2[C:16]2[CH:15]=[CH:14][CH:13]=[CH:12][C:11]=2[N:10]=1. The yield is 0.150. (2) The reactants are [CH2:1]([O:3][C@@H:4]([CH2:10][C:11]1[CH:16]=[CH:15][C:14]([OH:17])=[CH:13][CH:12]=1)[C:5]([O:7][CH2:8][CH3:9])=[O:6])[CH3:2].C(=O)([O-])[O-].[K+].[K+].Br[CH2:25][C:26]([O:28][CH2:29][C:30]1[CH:35]=[CH:34][CH:33]=[CH:32][CH:31]=1)=[O:27]. The catalyst is C(#N)C. The product is [CH2:29]([O:28][C:26](=[O:27])[CH2:25][O:17][C:14]1[CH:13]=[CH:12][C:11]([CH2:10][C@H:4]([O:3][CH2:1][CH3:2])[C:5]([O:7][CH2:8][CH3:9])=[O:6])=[CH:16][CH:15]=1)[C:30]1[CH:35]=[CH:34][CH:33]=[CH:32][CH:31]=1. The yield is 0.580.